From a dataset of Full USPTO retrosynthesis dataset with 1.9M reactions from patents (1976-2016). Predict the reactants needed to synthesize the given product. Given the product [O:3]1[CH2:8][CH2:7][CH2:6][CH2:5][CH:4]1[O:9][CH2:10][CH2:11][C:12]([OH:14])=[O:13], predict the reactants needed to synthesize it. The reactants are: [OH-].[Na+].[O:3]1[CH2:8][CH2:7][CH2:6][CH2:5][CH:4]1[O:9][CH2:10][CH2:11][C:12]([O:14]C)=[O:13].